From a dataset of Peptide-MHC class I binding affinity with 185,985 pairs from IEDB/IMGT. Regression. Given a peptide amino acid sequence and an MHC pseudo amino acid sequence, predict their binding affinity value. This is MHC class I binding data. The binding affinity (normalized) is 0.0847. The MHC is HLA-B51:01 with pseudo-sequence HLA-B51:01. The peptide sequence is LSYGPAFIV.